Regression/Classification. Given a drug SMILES string, predict its absorption, distribution, metabolism, or excretion properties. Task type varies by dataset: regression for continuous measurements (e.g., permeability, clearance, half-life) or binary classification for categorical outcomes (e.g., BBB penetration, CYP inhibition). Dataset: pgp_broccatelli. From a dataset of P-glycoprotein inhibition data for predicting drug efflux from Broccatelli et al.. The molecule is CCCN(CCC)C[C@H](O)COc1ccccc1[C@@H](O)CCc1ccccc1. The result is 1 (inhibitor).